Dataset: Reaction yield outcomes from USPTO patents with 853,638 reactions. Task: Predict the reaction yield, written as a fraction of the theoretical maximum amount of product (1.0 means a 100% yield; for example, 0.34 means a 34% yield). The reactants are [C:1]([C:3]12[CH2:12][CH:7]3[CH2:8][CH:9]([CH2:11][C:5]([NH:13][C:14](=[O:20])[O:15][C:16]([CH3:19])([CH3:18])[CH3:17])([CH2:6]3)[CH2:4]1)[CH2:10]2)#[CH:2].Cl[C:22]1[CH:27]=[N:26][CH:25]=[CH:24][N:23]=1. The catalyst is C(#N)C.C(OCC)(=O)C.C1C=CC([P]([Pd]([P](C2C=CC=CC=2)(C2C=CC=CC=2)C2C=CC=CC=2)([P](C2C=CC=CC=2)(C2C=CC=CC=2)C2C=CC=CC=2)[P](C2C=CC=CC=2)(C2C=CC=CC=2)C2C=CC=CC=2)(C2C=CC=CC=2)C2C=CC=CC=2)=CC=1. The product is [N:23]1[CH:24]=[CH:25][N:26]=[CH:27][C:22]=1[C:2]#[C:1][C:3]12[CH2:12][CH:7]3[CH2:8][CH:9]([CH2:11][C:5]([NH:13][C:14](=[O:20])[O:15][C:16]([CH3:17])([CH3:19])[CH3:18])([CH2:6]3)[CH2:4]1)[CH2:10]2. The yield is 0.700.